This data is from Peptide-MHC class I binding affinity with 185,985 pairs from IEDB/IMGT. The task is: Regression. Given a peptide amino acid sequence and an MHC pseudo amino acid sequence, predict their binding affinity value. This is MHC class I binding data. The peptide sequence is TMLRNSELCH. The MHC is HLA-A03:01 with pseudo-sequence HLA-A03:01. The binding affinity (normalized) is 0.146.